From a dataset of Peptide-MHC class II binding affinity with 134,281 pairs from IEDB. Regression. Given a peptide amino acid sequence and an MHC pseudo amino acid sequence, predict their binding affinity value. This is MHC class II binding data. (1) The peptide sequence is TWAYHGSYEVKATGSA. The MHC is DRB1_1101 with pseudo-sequence DRB1_1101. The binding affinity (normalized) is 0.548. (2) The peptide sequence is EHCSLNENITVPDTK. The MHC is DRB1_0301 with pseudo-sequence DRB1_0301. The binding affinity (normalized) is 0.0553.